From a dataset of Catalyst prediction with 721,799 reactions and 888 catalyst types from USPTO. Predict which catalyst facilitates the given reaction. (1) Reactant: [CH3:1][O:2][C:3]([C:5]1[S:6][C:7]([CH2:12]Br)=[CH:8][C:9]=1[C:10]#[N:11])=[O:4].O.CC[O:17]C(C)=O. Product: [CH3:1][O:2][C:3]([C:5]1[S:6][C:7]([CH2:12][OH:17])=[CH:8][C:9]=1[C:10]#[N:11])=[O:4]. The catalyst class is: 1. (2) The catalyst class is: 1. Product: [CH:18]([NH:17][C:8]1[CH:7]=[C:6]([CH:11]=[C:10]([S@:12]([CH2:14][CH2:15][CH3:16])=[O:13])[N:9]=1)[C:5]([OH:22])=[O:4])([CH2:20][CH3:21])[CH3:19]. Reactant: [OH-].[Li+].C[O:4][C:5](=[O:22])[C:6]1[CH:11]=[C:10]([S@:12]([CH2:14][CH2:15][CH3:16])=[O:13])[N:9]=[C:8]([NH:17][CH:18]([CH2:20][CH3:21])[CH3:19])[CH:7]=1. (3) Reactant: [CH2:1]1[C:9]2[C:4](=[CH:5][CH:6]=[CH:7][CH:8]=2)[CH2:3][C:2]1=O.[C:11]1([NH:17]N)[CH:16]=[CH:15][CH:14]=[CH:13][CH:12]=1. Product: [CH:8]1[CH:7]=[CH:6][CH:5]=[C:4]2[C:9]=1[CH2:1][C:2]1[C:16]3[CH:15]=[CH:14][CH:13]=[CH:12][C:11]=3[NH:17][C:3]=12. The catalyst class is: 212. (4) Reactant: C([O:5][C:6]([C@@:8]12[CH2:15][CH2:14][CH2:13][C@:12]1([Cl:16])[C:11](=[O:17])[N:10]([C@@H:18]([C:20]1[CH:25]=[CH:24][CH:23]=[CH:22][CH:21]=1)[CH3:19])[CH2:9]2)=[O:7])(C)(C)C.FC(F)(F)C(O)=O. Product: [Cl:16][C@:12]12[CH2:13][CH2:14][CH2:15][C@@:8]1([C:6]([OH:7])=[O:5])[CH2:9][N:10]([C@@H:18]([C:20]1[CH:21]=[CH:22][CH:23]=[CH:24][CH:25]=1)[CH3:19])[C:11]2=[O:17]. The catalyst class is: 4. (5) Reactant: [N:1]([C:4]1[C:9]([F:10])=[CH:8][N:7]=[CH:6][C:5]=1/[CH:11]=[N:12]/[C:13]1[C:18]([Cl:19])=[CH:17][C:16]([F:20])=[CH:15][C:14]=1[Cl:21])=[N+]=[N-]. Product: [Cl:21][C:14]1[CH:15]=[C:16]([F:20])[CH:17]=[C:18]([Cl:19])[C:13]=1[N:12]1[CH:11]=[C:5]2[CH:6]=[N:7][CH:8]=[C:9]([F:10])[C:4]2=[N:1]1. The catalyst class is: 11. (6) The catalyst class is: 8. Product: [CH3:1][O:2][C:3](=[O:38])[C:4]([O:7][C:8]1[CH:13]=[CH:12][C:11]([CH2:14][CH2:15][CH2:16][CH:17]2[CH2:21][N:20]([CH2:22][C:23]3[CH:24]=[CH:25][C:26]([C:29]([CH3:30])([CH3:31])[CH3:32])=[CH:27][CH:28]=3)[C:19](=[O:33])[N:18]2[CH3:34])=[CH:10][C:9]=1[CH2:35][CH2:36][CH3:37])([CH3:5])[CH3:6]. Reactant: [CH3:1][O:2][C:3](=[O:38])[C:4]([O:7][C:8]1[CH:13]=[CH:12][C:11]([CH2:14][CH2:15][CH2:16][CH:17]2[CH2:21][N:20]([CH2:22][C:23]3[CH:28]=[CH:27][C:26]([C:29]([CH3:32])([CH3:31])[CH3:30])=[CH:25][CH:24]=3)[C:19](=[O:33])[N:18]2[CH3:34])=[CH:10][C:9]=1[CH2:35][CH:36]=[CH2:37])([CH3:6])[CH3:5].